Dataset: CYP2D6 inhibition data for predicting drug metabolism from PubChem BioAssay. Task: Regression/Classification. Given a drug SMILES string, predict its absorption, distribution, metabolism, or excretion properties. Task type varies by dataset: regression for continuous measurements (e.g., permeability, clearance, half-life) or binary classification for categorical outcomes (e.g., BBB penetration, CYP inhibition). Dataset: cyp2d6_veith. (1) The molecule is O=C(Nc1cccnc1Cl)C1c2ccccc2Oc2ccccc21. The result is 0 (non-inhibitor). (2) The drug is O=C(CNS(=O)(=O)c1ccc(Br)s1)N1CCC2(CC1)OCCO2. The result is 0 (non-inhibitor). (3) The compound is O=C(Cn1c(SCc2ccccc2)nc2ccccc21)N1CCOCC1. The result is 0 (non-inhibitor). (4) The drug is CC1(O)CC(=O)N(c2ccccc2)O1. The result is 0 (non-inhibitor).